The task is: Predict which catalyst facilitates the given reaction.. This data is from Catalyst prediction with 721,799 reactions and 888 catalyst types from USPTO. (1) The catalyst class is: 2. Product: [CH3:29][C:24]1[C:23]([C:16]2[C:17]([O:21][CH3:22])=[CH:18][C:19]3[C:20]4[N:8]([CH2:1][CH:2]5[CH2:7][CH2:6][CH2:5][CH2:4][NH:36]5)[C:9](=[O:30])[O:10][C:11]=4[CH:12]=[N:13][C:14]=3[CH:15]=2)=[C:27]([CH3:28])[O:26][N:25]=1. Reactant: [CH2:1]([N:8]1[C:20]2[C:19]3[CH:18]=[C:17]([O:21][CH3:22])[C:16]([C:23]4[C:24]([CH3:29])=[N:25][O:26][C:27]=4[CH3:28])=[CH:15][C:14]=3[N:13]=[CH:12][C:11]=2[O:10][C:9]1=[O:30])[C:2]1[CH:7]=[CH:6][CH:5]=[CH:4]C=1.O=C1[N:36](CC2CCCCN2C(OC(C)(C)C)=O)C=CO1.C(O)(C(F)(F)F)=O. (2) Reactant: [Cl:1][C:2]1[C:3]([C:9]2[CH:14]=[CH:13][CH:12]=[C:11]([NH:15][CH2:16][C:17]3[CH:22]=[CH:21][CH:20]=[C:19]([F:23])[CH:18]=3)[N:10]=2)=[CH:4][C:5](F)=[N:6][CH:7]=1.[OH-].[NH4+:25]. Product: [Cl:1][C:2]1[C:3]([C:9]2[CH:14]=[CH:13][CH:12]=[C:11]([NH:15][CH2:16][C:17]3[CH:22]=[CH:21][CH:20]=[C:19]([F:23])[CH:18]=3)[N:10]=2)=[CH:4][C:5]([NH2:25])=[N:6][CH:7]=1. The catalyst class is: 58. (3) Reactant: [C:1]1([C:7]2[S:8][C:9]([C:18]([O:20]CC)=[O:19])=[C:10]([C:12]3[CH:17]=[CH:16][CH:15]=[CH:14][CH:13]=3)[N:11]=2)[CH:6]=[CH:5][CH:4]=[CH:3][CH:2]=1.[OH-].[Na+]. Product: [C:1]1([C:7]2[S:8][C:9]([C:18]([OH:20])=[O:19])=[C:10]([C:12]3[CH:13]=[CH:14][CH:15]=[CH:16][CH:17]=3)[N:11]=2)[CH:2]=[CH:3][CH:4]=[CH:5][CH:6]=1. The catalyst class is: 219. (4) Product: [F:27][C:26]1[C:25]([N+:28]([O-:30])=[O:29])=[CH:24][CH:23]=[C:22]([F:31])[C:21]=1[C:6]1[CH:11]=[CH:10][CH:9]=[CH:8][N:7]=1. The catalyst class is: 77. Reactant: C([Sn](CCCC)(CCCC)[C:6]1[CH:11]=[CH:10][CH:9]=[CH:8][N:7]=1)CCC.Br[C:21]1[C:26]([F:27])=[C:25]([N+:28]([O-:30])=[O:29])[CH:24]=[CH:23][C:22]=1[F:31]. (5) Reactant: [CH2:1]([CH:19]([CH2:21][CH2:22][CH2:23][CH2:24][CH2:25][CH2:26][CH2:27][CH2:28]/[CH:29]=[CH:30]\[CH2:31]/[CH:32]=[CH:33]\[CH2:34][CH2:35][CH2:36][CH2:37]C)[OH:20])[CH2:2][CH2:3][CH2:4][CH2:5][CH2:6][CH2:7][CH2:8]/[CH:9]=[CH:10]\[CH2:11]/[CH:12]=[CH:13]\[CH2:14][CH2:15][CH2:16][CH2:17][CH3:18].N1C=CC=C[CH:40]=1.O=C(Cl)[O:47][C:48](Cl)(Cl)Cl.[CH3:53][N:54]([CH3:60])[CH2:55][CH2:56][NH:57][CH2:58][CH3:59]. Product: [CH3:53][N:54]([CH3:60])[CH2:55][CH2:56][N:57]([CH2:58][CH3:59])[C:48](=[O:47])[O:20][CH:19]([CH2:1][CH2:2][CH2:3][CH2:4][CH2:5][CH2:6][CH2:7][CH2:8][CH2:9]/[CH:10]=[CH:11]\[CH2:12]/[CH:13]=[CH:14]\[CH2:15][CH2:16][CH2:17][CH2:18][CH3:40])[CH2:21][CH2:22][CH2:23][CH2:24][CH2:25][CH2:26][CH2:27]/[CH:28]=[CH:29]\[CH2:30]/[CH:31]=[CH:32]\[CH2:33][CH2:34][CH2:35][CH2:36][CH3:37]. The catalyst class is: 28. (6) Reactant: [CH3:1][O:2][C:3](=[O:7])[CH2:4][CH2:5]Br.C(N(CC)CC)C.[CH3:15][O:16][C:17]1[CH:22]=[CH:21][C:20]([C:23]2[C:31]3[C:30]([NH:32][CH:33]4[CH2:38][CH2:37][CH2:36][NH:35][CH2:34]4)=[N:29][CH:28]=[N:27][C:26]=3[O:25][C:24]=2[C:39]2[CH:44]=[CH:43][CH:42]=[CH:41][CH:40]=2)=[CH:19][CH:18]=1. Product: [CH3:1][O:2][C:3](=[O:7])[CH:4]([N:35]1[CH2:36][CH2:37][CH2:38][CH:33]([NH:32][C:30]2[C:31]3[C:23]([C:20]4[CH:21]=[CH:22][C:17]([O:16][CH3:15])=[CH:18][CH:19]=4)=[C:24]([C:39]4[CH:44]=[CH:43][CH:42]=[CH:41][CH:40]=4)[O:25][C:26]=3[N:27]=[CH:28][N:29]=2)[CH2:34]1)[CH3:5]. The catalyst class is: 266. (7) Reactant: [Cl:1][C:2]1[C:3]([O:15][CH:16]2[CH2:21][CH2:20][CH2:19][CH:18]([NH:22]C(=O)OC(C)(C)C)[CH2:17]2)=[N:4][C:5]([NH:8][C:9]2[CH:10]=[N:11][N:12]([CH3:14])[CH:13]=2)=[N:6][CH:7]=1.C(O)(C(F)(F)F)=O. Product: [NH2:22][CH:18]1[CH2:19][CH2:20][CH2:21][CH:16]([O:15][C:3]2[C:2]([Cl:1])=[CH:7][N:6]=[C:5]([NH:8][C:9]3[CH:10]=[N:11][N:12]([CH3:14])[CH:13]=3)[N:4]=2)[CH2:17]1. The catalyst class is: 2. (8) The catalyst class is: 110. Product: [Cl:1][C:2]1[C:3]2[C:10]([C:28]3[CH:33]=[CH:32][C:36]([O:37][C:28]4[CH:29]=[CH:30][CH:31]=[CH:32][CH:33]=4)=[C:30]([CH:29]=3)[CH:31]=[O:39])=[CH:9][N:8]([CH:12]([CH3:14])[CH3:13])[C:4]=2[N:5]=[CH:6][N:7]=1. Reactant: [Cl:1][C:2]1[C:3]2[C:10](I)=[CH:9][N:8]([CH:12]([CH3:14])[CH3:13])[C:4]=2[N:5]=[CH:6][N:7]=1.[C:28]1([As]([C:28]2[CH:33]=[CH:32][CH:31]=[CH:30][CH:29]=2)[C:28]2[CH:33]=[CH:32][CH:31]=[CH:30][CH:29]=2)[CH:33]=[CH:32][CH:31]=[CH:30][CH:29]=1.CN(C)[CH:36]=[O:37].[OH2:39]. (9) Reactant: F[C:2]1[CH:3]=[CH:4][C:5]([N+:9]([O-:11])=[O:10])=[C:6]([CH3:8])[CH:7]=1.[NH:12]1[CH:16]=[CH:15][CH:14]=[N:13]1.C(=O)([O-])[O-].[K+].[K+]. Product: [CH3:8][C:6]1[CH:7]=[C:2]([N:12]2[CH:16]=[CH:15][CH:14]=[N:13]2)[CH:3]=[CH:4][C:5]=1[N+:9]([O-:11])=[O:10]. The catalyst class is: 35. (10) Reactant: [C:1]([O:4][CH:5]1[C:9]2=[N:10][CH:11]=[C:12]([NH2:29])[C:13]([N:14]3[CH2:19][C@H:18]([CH3:20])[CH2:17][C@H:16]([NH:21][C:22]([O:24][C:25]([CH3:28])([CH3:27])[CH3:26])=[O:23])[CH2:15]3)=[C:8]2[CH2:7][CH2:6]1)(=[O:3])[CH3:2].[F:30][C:31]1[CH:36]=[CH:35][CH:34]=[C:33]([F:37])[C:32]=1[C:38]1[N:43]=[C:42]([C:44](O)=[O:45])[CH:41]=[CH:40][C:39]=1[F:47].CN(C(ON1N=NC2C=CC=NC1=2)=[N+](C)C)C.F[P-](F)(F)(F)(F)F.CCN(C(C)C)C(C)C. Product: [C:1]([O:4][CH:5]1[C:9]2=[N:10][CH:11]=[C:12]([NH:29][C:44]([C:42]3[CH:41]=[CH:40][C:39]([F:47])=[C:38]([C:32]4[C:31]([F:30])=[CH:36][CH:35]=[CH:34][C:33]=4[F:37])[N:43]=3)=[O:45])[C:13]([N:14]3[CH2:19][C@H:18]([CH3:20])[CH2:17][C@H:16]([NH:21][C:22]([O:24][C:25]([CH3:28])([CH3:27])[CH3:26])=[O:23])[CH2:15]3)=[C:8]2[CH2:7][CH2:6]1)(=[O:3])[CH3:2]. The catalyst class is: 3.